Dataset: Full USPTO retrosynthesis dataset with 1.9M reactions from patents (1976-2016). Task: Predict the reactants needed to synthesize the given product. (1) Given the product [CH2:1]([C:8]1[CH:9]=[CH:10][C:11]([NH:14][C:15]2[C:24]3[C:19](=[CH:20][CH:21]=[C:22]([Cl:25])[CH:23]=3)[N:18]=[CH:17][C:16]=2[CH2:26][OH:27])=[CH:12][CH:13]=1)[C:2]1[CH:7]=[CH:6][CH:5]=[CH:4][CH:3]=1, predict the reactants needed to synthesize it. The reactants are: [CH2:1]([C:8]1[CH:13]=[CH:12][C:11]([NH:14][C:15]2[C:24]3[C:19](=[CH:20][CH:21]=[C:22]([Cl:25])[CH:23]=3)[N:18]=[CH:17][C:16]=2[C:26](OCC)=[O:27])=[CH:10][CH:9]=1)[C:2]1[CH:7]=[CH:6][CH:5]=[CH:4][CH:3]=1.[H-].[Al+3].[Li+].[H-].[H-].[H-].O. (2) Given the product [CH:22]([O:24][CH2:25][CH2:26][O:27][NH:28][C:3]([C:5]1[CH:10]=[CH:9][C:8](=[O:11])[N:7]([CH3:12])[C:6]=1[NH:13][C:14]1[CH:19]=[CH:18][C:17]([CH3:20])=[CH:16][C:15]=1[F:21])=[O:4])=[CH2:23], predict the reactants needed to synthesize it. The reactants are: CO[C:3]([C:5]1[CH:10]=[CH:9][C:8](=[O:11])[N:7]([CH3:12])[C:6]=1[NH:13][C:14]1[CH:19]=[CH:18][C:17]([CH3:20])=[CH:16][C:15]=1[F:21])=[O:4].[CH:22]([O:24][CH2:25][CH2:26][O:27][NH2:28])=[CH2:23].C[Si]([N-][Si](C)(C)C)(C)C.[Li+]. (3) Given the product [CH3:1][C:2]1[NH:3][C:4]2[C:9]([CH:10]=1)=[CH:8][C:7]([NH:11][C:13]1[CH:18]=[CH:17][N:16]=[C:15]3[CH:19]=[C:20]([C:22]4[CH:27]=[CH:26][CH:25]=[C:24]([CH3:28])[N:23]=4)[S:21][C:14]=13)=[CH:6][CH:5]=2, predict the reactants needed to synthesize it. The reactants are: [CH3:1][C:2]1[NH:3][C:4]2[C:9]([CH:10]=1)=[CH:8][C:7]([NH2:11])=[CH:6][CH:5]=2.Cl[C:13]1[CH:18]=[CH:17][N:16]=[C:15]2[CH:19]=[C:20]([C:22]3[CH:27]=[CH:26][CH:25]=[C:24]([CH3:28])[N:23]=3)[S:21][C:14]=12. (4) Given the product [CH3:36][O:35][C:29]1[CH:28]=[C:27]([CH:32]=[CH:31][C:30]=1[O:33][CH3:34])[CH2:26][N:19]1[C:18](=[O:37])[C:17]2[C:21](=[CH:22][CH:23]=[CH:24][C:16]=2[N:11]2[CH2:10][CH:9]3[N:8]([CH:1]([C:2]4[CH:7]=[CH:6][CH:5]=[CH:4][CH:3]=4)[CH3:39])[CH:13]([CH2:14][CH2:15]3)[CH2:12]2)[C:20]1=[O:25], predict the reactants needed to synthesize it. The reactants are: [CH2:1]([N:8]1[CH:13]2[CH2:14][CH2:15][CH:9]1[CH2:10][N:11]([C:16]1[CH:24]=[CH:23][CH:22]=[C:21]3[C:17]=1[C:18](=[O:37])[N:19]([CH2:26][C:27]1[CH:32]=[CH:31][C:30]([O:33][CH3:34])=[C:29]([O:35][CH3:36])[CH:28]=1)[C:20]3=[O:25])[CH2:12]2)[C:2]1[CH:7]=[CH:6][CH:5]=[CH:4][CH:3]=1.Br[CH:39](C1C=CC=CC=1)C.C([O-])([O-])=O.[K+].[K+]. (5) Given the product [C:19]([O:18][C:16]([NH:23][CH2:24][CH2:25][NH:26][C:13](=[O:15])[CH2:12][CH2:11][CH2:10][CH2:9][CH2:8][CH2:7][CH2:6][CH2:5][CH2:4][CH2:3][CH2:2][Br:1])=[O:17])([CH3:22])([CH3:21])[CH3:20], predict the reactants needed to synthesize it. The reactants are: [Br:1][CH2:2][CH2:3][CH2:4][CH2:5][CH2:6][CH2:7][CH2:8][CH2:9][CH2:10][CH2:11][CH2:12][C:13]([OH:15])=O.[C:16]([NH:23][CH2:24][CH2:25][NH2:26])([O:18][C:19]([CH3:22])([CH3:21])[CH3:20])=[O:17].CN(C(ON1N=NC2C=CC=CC1=2)=[N+](C)C)C.F[P-](F)(F)(F)(F)F.C(C1C=CC=C(C(C)(C)C)N=1)(C)(C)C. (6) Given the product [Br:1][C:2]1[CH:3]=[C:4]2[C:9](=[CH:10][CH:11]=1)[N:8]=[C:7]([CH3:12])[C:6]([CH:13]([OH:15])[CH3:14])=[C:5]2[C:16]1[CH:17]=[CH:18][C:19]([F:22])=[CH:20][CH:21]=1, predict the reactants needed to synthesize it. The reactants are: [Br:1][C:2]1[CH:3]=[C:4]2[C:9](=[CH:10][CH:11]=1)[N:8]=[C:7]([CH3:12])[C:6]([C:13](=[O:15])[CH3:14])=[C:5]2[C:16]1[CH:21]=[CH:20][C:19]([F:22])=[CH:18][CH:17]=1.[BH4-].[Na+].